This data is from Reaction yield outcomes from USPTO patents with 853,638 reactions. The task is: Predict the reaction yield, written as a fraction of the theoretical maximum amount of product (1.0 means a 100% yield; for example, 0.34 means a 34% yield). (1) The reactants are C[N:2]1[CH:9]=[CH:8][C:6](=[O:7])[N:5](C)[C:3]1=O.[O-]CC.[Na+].[NH:15]1[C:19](N)=[CH:18]C=N1. The catalyst is C(O)C. The product is [N:15]1[N:2]2[CH:9]=[CH:8][C:6](=[O:7])[NH:5][C:3]2=[CH:18][CH:19]=1. The yield is 0.580. (2) The reactants are Br[C:2]1[C:3](=[O:10])[N:4]([CH3:9])[CH:5]=[C:6]([Br:8])[N:7]=1.[C:11]1([NH2:18])[CH:16]=[CH:15][CH:14]=[C:13]([NH2:17])[CH:12]=1.C(N(CC)CC)C. The catalyst is C(O)(C)C. The product is [NH2:17][C:13]1[CH:12]=[C:11]([NH:18][C:2]2[C:3](=[O:10])[N:4]([CH3:9])[CH:5]=[C:6]([Br:8])[N:7]=2)[CH:16]=[CH:15][CH:14]=1. The yield is 0.810. (3) The reactants are [CH3:1][C:2]([CH3:31])([CH3:30])[CH2:3][C:4]([NH:6][C:7]1[C:8]([CH3:29])=[C:9](B(O)O)[C:10]2[O:14][CH2:13][CH:12]([C:15]3[CH:20]=[CH:19][C:18]([CH:21]([CH3:23])[CH3:22])=[CH:17][CH:16]=3)[C:11]=2[C:24]=1[CH3:25])=[O:5].Br[C:33]1[CH:34]=[N:35][CH:36]=[N:37][CH:38]=1. No catalyst specified. The product is [CH:21]([C:18]1[CH:19]=[CH:20][C:15]([CH:12]2[C:11]3[C:24]([CH3:25])=[C:7]([NH:6][C:4](=[O:5])[CH2:3][C:2]([CH3:31])([CH3:30])[CH3:1])[C:8]([CH3:29])=[C:9]([C:33]4[CH:34]=[N:35][CH:36]=[N:37][CH:38]=4)[C:10]=3[O:14][CH2:13]2)=[CH:16][CH:17]=1)([CH3:23])[CH3:22]. The yield is 0.770. (4) The catalyst is O. The yield is 0.712. The product is [CH2:17]([C:16]1[C:1]([OH:4])=[N:13][C:12]([NH:11][C:5]2[CH:10]=[CH:9][CH:8]=[CH:7][CH:6]=2)=[N:14][C:15]=1[CH3:21])[CH2:18][CH2:19][CH3:20]. The reactants are [C:1](=[O:4])(O)O.[C:5]1([NH:11][C:12]([NH2:14])=[NH:13])[CH:10]=[CH:9][CH:8]=[CH:7][CH:6]=1.[C:15]1([CH3:21])[CH:20]=[CH:19][CH:18]=[CH:17][CH:16]=1.